From a dataset of Full USPTO retrosynthesis dataset with 1.9M reactions from patents (1976-2016). Predict the reactants needed to synthesize the given product. (1) Given the product [S:27]([C:24]1[CH:25]=[CH:26][C:21]([CH3:31])=[CH:22][CH:23]=1)([OH:30])(=[O:29])=[O:28].[F:1][C:2]1[CH:3]=[C:4]([C:9]2[O:13][N:12]=[C:11]([C:14]3[CH:15]=[N:16][CH:17]=[N:18][CH:19]=3)[N:10]=2)[CH:5]=[CH:6][C:7]=1[F:8], predict the reactants needed to synthesize it. The reactants are: [F:1][C:2]1[CH:3]=[C:4]([C:9]2[O:13][N:12]=[C:11]([C:14]3[CH:15]=[N:16][CH:17]=[N:18][CH:19]=3)[N:10]=2)[CH:5]=[CH:6][C:7]=1[F:8].O.[C:21]1([CH3:31])[CH:26]=[CH:25][C:24]([S:27]([OH:30])(=[O:29])=[O:28])=[CH:23][CH:22]=1. (2) Given the product [F:30][C:25]1[CH:24]=[C:23]([NH:22][C:11](=[O:13])[CH2:10][C:9]([NH:8][C:5]2[CH:4]=[CH:3][C:2]([F:1])=[CH:7][CH:6]=2)=[O:14])[CH:28]=[CH:27][C:26]=1[OH:29], predict the reactants needed to synthesize it. The reactants are: [F:1][C:2]1[CH:7]=[CH:6][C:5]([NH:8][C:9](=[O:14])[CH2:10][C:11]([OH:13])=O)=[CH:4][CH:3]=1.C(N(CC)CC)C.[NH2:22][C:23]1[CH:28]=[CH:27][C:26]([OH:29])=[C:25]([F:30])[CH:24]=1.CN([P+](ON1N=NC2C=CC=CC1=2)(N(C)C)N(C)C)C.F[P-](F)(F)(F)(F)F. (3) Given the product [CH:1]1([CH2:4][O:5][C:6]2[CH:28]=[CH:27][C:9]3[N:10]=[C:11]([C:13]4[N:17]([CH3:18])[N:16]=[C:15]([O:19][CH2:20][C@@H:21]([NH:23][C:24](=[O:26])[CH3:25])[CH3:22])[C:14]=4[F:30])[O:12][C:8]=3[CH:7]=2)[CH2:3][CH2:2]1, predict the reactants needed to synthesize it. The reactants are: [CH:1]1([CH2:4][O:5][C:6]2[CH:28]=[CH:27][C:9]3[N:10]=[C:11]([C:13]4[N:17]([CH3:18])[N:16]=[C:15]([O:19][CH2:20][C@@H:21]([NH:23][C:24](=[O:26])[CH3:25])[CH3:22])[CH:14]=4)[O:12][C:8]=3[CH:7]=2)[CH2:3][CH2:2]1.[B-](F)(F)(F)[F:30].[B-](F)(F)(F)F.C1[N+]2(CCl)CC[N+](F)(CC2)C1.C(#N)C. (4) Given the product [C:17]([S:16][C:15]1[C:14]2[C:9](=[CH:10][CH:11]=[C:12]([O:21][CH2:22][C@@H:23]3[CH2:27][CH2:26][CH2:25][N:24]3[C:28](=[O:32])[CH:29]([CH3:31])[CH3:30])[CH:13]=2)[N:8]([CH2:33][C:34]2[CH:39]=[CH:38][C:37]([Cl:40])=[CH:36][CH:35]=2)[C:7]=1[CH2:6][C:5]([CH3:42])([CH3:41])[C:4]([OH:43])=[O:3])([CH3:18])([CH3:19])[CH3:20], predict the reactants needed to synthesize it. The reactants are: C([O:3][C:4](=[O:43])[C:5]([CH3:42])([CH3:41])[CH2:6][C:7]1[N:8]([CH2:33][C:34]2[CH:39]=[CH:38][C:37]([Cl:40])=[CH:36][CH:35]=2)[C:9]2[C:14]([C:15]=1[S:16][C:17]([CH3:20])([CH3:19])[CH3:18])=[CH:13][C:12]([O:21][CH2:22][C@@H:23]1[CH2:27][CH2:26][CH2:25][N:24]1[C:28](=[O:32])[CH:29]([CH3:31])[CH3:30])=[CH:11][CH:10]=2)C.C1COCC1.[OH-].[Li+].C(O)(=O)CC(CC(O)=O)(C(O)=O)O. (5) Given the product [C:28]([C:7]1[CH:8]=[CH:9][C:10]2[O:16][CH2:15][CH2:14][N:13]([C:17]([O:19][C:20]([CH3:23])([CH3:22])[CH3:21])=[O:18])[CH2:12][C:11]=2[CH:24]=1)(=[O:30])[CH3:29], predict the reactants needed to synthesize it. The reactants are: C([Li])CCC.Br[C:7]1[CH:8]=[CH:9][C:10]2[O:16][CH2:15][CH2:14][N:13]([C:17]([O:19][C:20]([CH3:23])([CH3:22])[CH3:21])=[O:18])[CH2:12][C:11]=2[CH:24]=1.CON(C)[C:28](=[O:30])[CH3:29].O. (6) Given the product [CH3:19][O:20][C:21]1[CH:22]=[C:23]([CH2:27][C:28]([NH:1][N:2]2[N:11]=[C:10]([N:12]3[CH2:17][CH2:16][O:15][CH2:14][CH2:13]3)[C:9]3[C:4](=[CH:5][CH:6]=[CH:7][CH:8]=3)[C:3]2=[O:18])=[O:29])[CH:24]=[CH:25][CH:26]=1, predict the reactants needed to synthesize it. The reactants are: [NH2:1][N:2]1[N:11]=[C:10]([N:12]2[CH2:17][CH2:16][O:15][CH2:14][CH2:13]2)[C:9]2[C:4](=[CH:5][CH:6]=[CH:7][CH:8]=2)[C:3]1=[O:18].[CH3:19][O:20][C:21]1[CH:22]=[C:23]([CH2:27][C:28](O)=[O:29])[CH:24]=[CH:25][CH:26]=1.